From a dataset of Full USPTO retrosynthesis dataset with 1.9M reactions from patents (1976-2016). Predict the reactants needed to synthesize the given product. (1) Given the product [N+:2]([C:5]1[CH:6]=[C:7]([CH:12]=[CH:13][CH:14]=1)[C:8](=[O:11])[CH2:9][NH:10][C:28]([NH:27][C:23]1[CH:24]=[CH:25][CH:26]=[C:21]([Br:20])[CH:22]=1)=[S:29])([O-:4])=[O:3], predict the reactants needed to synthesize it. The reactants are: Cl.[N+:2]([C:5]1[CH:6]=[C:7]([CH:12]=[CH:13][CH:14]=1)[C:8](=[O:11])[CH2:9][NH2:10])([O-:4])=[O:3].C(=O)(O)[O-].[Na+].[Br:20][C:21]1[CH:22]=[C:23]([N:27]=[C:28]=[S:29])[CH:24]=[CH:25][CH:26]=1. (2) The reactants are: C(=O)([O-])[O-].[K+].[K+].[CH2:7](I)[CH2:8][CH3:9].CN(C)C=O.[OH:16][C:17]1[CH:18]=[C:19]([C:25]2[C@H:34]3[C@H:29]([CH2:30][CH:31]=[CH:32][CH2:33]3)[C:28](=[O:35])[N:27]([CH2:36][C:37]3[CH:42]=[CH:41][C:40]([CH2:43][N:44]4[CH2:49][CH2:48][O:47][CH2:46][CH2:45]4)=[CH:39][CH:38]=3)[N:26]=2)[CH:20]=[CH:21][C:22]=1[O:23][CH3:24]. Given the product [CH3:24][O:23][C:22]1[CH:21]=[CH:20][C:19]([C:25]2[C@H:34]3[C@H:29]([CH2:30][CH:31]=[CH:32][CH2:33]3)[C:28](=[O:35])[N:27]([CH2:36][C:37]3[CH:42]=[CH:41][C:40]([CH2:43][N:44]4[CH2:45][CH2:46][O:47][CH2:48][CH2:49]4)=[CH:39][CH:38]=3)[N:26]=2)=[CH:18][C:17]=1[O:16][CH2:7][CH2:8][CH3:9], predict the reactants needed to synthesize it. (3) Given the product [C:19]([C:3]1[C:4]([S:17][CH3:18])=[CH:5][C:6]([C:8]2[CH:16]=[CH:15][C:11]([C:12]([OH:14])=[O:13])=[CH:10][CH:9]=2)=[N:7][C:2]=1[C:28]1[CH:27]=[CH:26][C:25]2[C:30](=[CH:31][CH:32]=[C:23]([O:22][CH3:21])[CH:24]=2)[CH:29]=1)#[N:20], predict the reactants needed to synthesize it. The reactants are: Cl[C:2]1[N:7]=[C:6]([C:8]2[CH:16]=[CH:15][C:11]([C:12]([OH:14])=[O:13])=[CH:10][CH:9]=2)[CH:5]=[C:4]([S:17][CH3:18])[C:3]=1[C:19]#[N:20].[CH3:21][O:22][C:23]1[CH:24]=[C:25]2[C:30](=[CH:31][CH:32]=1)[CH:29]=[C:28](B(O)O)[CH:27]=[CH:26]2.P([O-])([O-])([O-])=O.[K+].[K+].[K+]. (4) Given the product [NH2:29][C:19]1[N:18]=[C:17]([NH:16][C:13]2[CH:12]=[CH:11][C:10]([O:9][C:7]3[CH:6]=[CH:5][N:4]=[C:3]([CH2:2][NH:1][C:33](=[O:34])[N:32]([CH2:36][CH3:37])[CH2:30][CH3:31])[CH:8]=3)=[CH:15][CH:14]=2)[CH:22]=[C:21]([C:23]2[CH:28]=[CH:27][CH:26]=[CH:25][CH:24]=2)[N:20]=1, predict the reactants needed to synthesize it. The reactants are: [NH2:1][CH2:2][C:3]1[CH:8]=[C:7]([O:9][C:10]2[CH:15]=[CH:14][C:13]([NH:16][C:17]3[CH:22]=[C:21]([C:23]4[CH:28]=[CH:27][CH:26]=[CH:25][CH:24]=4)[N:20]=[C:19]([NH2:29])[N:18]=3)=[CH:12][CH:11]=2)[CH:6]=[CH:5][N:4]=1.[CH2:30]([N:32]([CH2:36][CH3:37])[C:33](Cl)=[O:34])[CH3:31]. (5) Given the product [CH3:27][C:28]1[O:32][N:31]=[CH:26][C:25]=1[NH:22][C:23](=[O:2])[O:40][C:36]([CH3:39])([CH3:38])[CH3:37], predict the reactants needed to synthesize it. The reactants are: P(N=[N+]=[N-])(=O)(OC1C=CC=CC=1)[O:2]C1C=CC=CC=1.C([N:22]([CH2:25][CH3:26])[CH2:23]C)C.[CH3:27][C:28]1[O:32][N:31]=CC=1C(O)=O.[C:36]([OH:40])([CH3:39])([CH3:38])[CH3:37]. (6) Given the product [NH2:1][C:2]1[C:11]([CH3:12])=[CH:10][C:9]([C:28]#[N:29])=[CH:8][C:3]=1[C:4]([NH:6][CH3:7])=[O:5], predict the reactants needed to synthesize it. The reactants are: [NH2:1][C:2]1[C:11]([CH3:12])=[CH:10][C:9](Br)=[CH:8][C:3]=1[C:4]([NH:6][CH3:7])=[O:5].CC1C2C(=CC=CC=2)C=CC=1.[C-]#N.[Na+].[CH3:28][N:29]1C=CN=C1. (7) Given the product [CH3:1][C:2]1([CH3:33])[CH2:11][CH:10]=[C:9]([C:12]2[CH:17]=[CH:16][C:15]([CH3:18])=[CH:14][CH:13]=2)[C:8]2[CH:7]=[C:6]([C:19]([NH:21][C:22]3[CH:23]=[CH:24][C:25]([C:26]([OH:28])=[O:27])=[CH:31][CH:32]=3)=[S:20])[CH:5]=[CH:4][C:3]1=2, predict the reactants needed to synthesize it. The reactants are: [CH3:1][C:2]1([CH3:33])[CH2:11][CH:10]=[C:9]([C:12]2[CH:17]=[CH:16][C:15]([CH3:18])=[CH:14][CH:13]=2)[C:8]2[CH:7]=[C:6]([C:19]([NH:21][C:22]3[CH:32]=[CH:31][C:25]([C:26]([O:28]CC)=[O:27])=[CH:24][CH:23]=3)=[S:20])[CH:5]=[CH:4][C:3]1=2.[OH-].[Na+].